Dataset: Reaction yield outcomes from USPTO patents with 853,638 reactions. Task: Predict the reaction yield, written as a fraction of the theoretical maximum amount of product (1.0 means a 100% yield; for example, 0.34 means a 34% yield). (1) The reactants are [OH:1][C:2]1[CH:3]=[C:4]([CH:7]=[CH:8][CH:9]=1)[CH:5]=[O:6].Br[CH2:11][C:12]1[C:17]([F:18])=[CH:16][CH:15]=[CH:14][C:13]=1[Cl:19].C([O-])([O-])=O.[K+].[K+]. The catalyst is CC(C)=O. The product is [Cl:19][C:13]1[CH:14]=[CH:15][CH:16]=[C:17]([F:18])[C:12]=1[CH2:11][O:1][C:2]1[CH:3]=[C:4]([CH:7]=[CH:8][CH:9]=1)[CH:5]=[O:6]. The yield is 1.00. (2) The reactants are CC(C)([O-])C.[K+].[C:7]([O:11][C:12](=[O:37])[NH:13][C:14]([CH3:36])([CH3:35])[CH2:15][N:16]([C:21]1[CH:26]=[CH:25][CH:24]=[CH:23][C:22]=1[O:27][CH2:28][C:29]1[CH:34]=[CH:33][CH:32]=[CH:31][CH:30]=1)[C:17](=[O:20])[CH2:18]Br)([CH3:10])([CH3:9])[CH3:8].[Cl-].[NH4+].O. The catalyst is O1CCCC1. The product is [C:7]([O:11][C:12]([N:13]1[CH2:18][C:17](=[O:20])[N:16]([C:21]2[CH:26]=[CH:25][CH:24]=[CH:23][C:22]=2[O:27][CH2:28][C:29]2[CH:34]=[CH:33][CH:32]=[CH:31][CH:30]=2)[CH2:15][C:14]1([CH3:36])[CH3:35])=[O:37])([CH3:10])([CH3:9])[CH3:8]. The yield is 0.940. (3) The reactants are [C:1]1([NH2:8])[CH:6]=[CH:5][CH:4]=[CH:3][C:2]=1[NH2:7].C(Cl)CCl.[CH2:13]([N:20]1[CH2:25][CH2:24][CH:23]=[C:22]([CH2:26][CH2:27][C:28](O)=[O:29])[C:21]1=[O:31])[C:14]1[CH:19]=[CH:18][CH:17]=[CH:16][CH:15]=1. The catalyst is CN(C1C=CN=CC=1)C.C(Cl)Cl.C(OCC)(=O)C. The product is [NH2:7][C:2]1[CH:3]=[CH:4][CH:5]=[CH:6][C:1]=1[NH:8][C:28](=[O:29])[CH2:27][CH2:26][C:22]1[C:21](=[O:31])[N:20]([CH2:13][C:14]2[CH:15]=[CH:16][CH:17]=[CH:18][CH:19]=2)[CH2:25][CH2:24][CH:23]=1. The yield is 0.910. (4) The reactants are [CH3:1][O:2][C:3]1[CH:4]=[C:5]([N:9]([CH3:30])[C:10]2[C:22]3[C:21]4[C:16](=[CH:17][CH:18]=[CH:19][CH:20]=4)[NH:15][C:14]=3[N:13]=[C:12]([NH:23]C(=O)C(C)(C)C)[N:11]=2)[CH:6]=[CH:7][CH:8]=1.[OH-].[Na+]. The catalyst is C(Cl)(Cl)Cl.CO. The product is [CH3:1][O:2][C:3]1[CH:4]=[C:5]([N:9]([CH3:30])[C:10]2[C:22]3[C:21]4[C:16](=[CH:17][CH:18]=[CH:19][CH:20]=4)[NH:15][C:14]=3[N:13]=[C:12]([NH2:23])[N:11]=2)[CH:6]=[CH:7][CH:8]=1. The yield is 0.930. (5) The reactants are [F:1][C:2]1[C:3]([C:9]2[CH:14]=[C:13]([O:15]C)[N:12]=[CH:11][N:10]=2)=[N:4][CH:5]=[CH:6][C:7]=1[CH3:8].CC(O)=O.Br. The catalyst is C1(C)C=CC=CC=1. The product is [F:1][C:2]1[C:3]([C:9]2[N:10]=[CH:11][N:12]=[C:13]([OH:15])[CH:14]=2)=[N:4][CH:5]=[CH:6][C:7]=1[CH3:8]. The yield is 0.810. (6) The reactants are [CH2:1]([C:5]1[CH:10]=[CH:9][C:8]([CH:11]([C:13]2[CH:14]=[C:15]3[C:20](=[CH:21][CH:22]=2)[N:19]=[CH:18][CH:17]=[CH:16]3)[OH:12])=[CH:7][C:6]=1[CH3:23])[CH2:2][CH2:3][CH3:4].O(C1C=C(C=CC=1)CNC(C1C=C2C(=CC=1)NC=C2)=O)C1C=CC=CC=1. The catalyst is C(Cl)(Cl)Cl.[O-2].[O-2].[Mn+4]. The product is [CH2:1]([C:5]1[CH:10]=[CH:9][C:8]([C:11]([C:13]2[CH:14]=[C:15]3[C:20](=[CH:21][CH:22]=2)[N:19]=[CH:18][CH:17]=[CH:16]3)=[O:12])=[CH:7][C:6]=1[CH3:23])[CH2:2][CH2:3][CH3:4]. The yield is 0.370. (7) The reactants are [CH:1]([C:4]1[CH:9]=[CH:8][C:7]([S:10]([NH:13][C:14]2[CH:15]=[C:16]3[C:21](=[CH:22][CH:23]=2)[O:20][CH2:19][CH:18]([NH:24][C:25](=O)[CH2:26][CH3:27])[CH2:17]3)(=[O:12])=[O:11])=[CH:6][CH:5]=1)([CH3:3])[CH3:2].[H-].[H-].[H-].[H-].[Li+].[Al+3]. The catalyst is C1COCC1. The product is [CH:1]([C:4]1[CH:5]=[CH:6][C:7]([S:10]([NH:13][C:14]2[CH:15]=[C:16]3[C:21](=[CH:22][CH:23]=2)[O:20][CH2:19][CH:18]([NH:24][CH2:25][CH2:26][CH3:27])[CH2:17]3)(=[O:11])=[O:12])=[CH:8][CH:9]=1)([CH3:3])[CH3:2]. The yield is 0.0600. (8) The reactants are [NH:1]1[CH:5]=[C:4]([C:6]2[CH:14]=[CH:13][C:9]([C:10]([OH:12])=O)=[CH:8][CH:7]=2)[N:3]=[CH:2]1.[CH2:15]1[C:23]2[C:18](=[CH:19][CH:20]=[CH:21][CH:22]=2)[CH2:17][CH:16]1[NH:24][C:25]1[N:26]=[CH:27][C:28]2[CH2:34][NH:33][CH2:32][CH2:31][C:29]=2[N:30]=1.Cl.CN(C)CCCN=C=NCC.N1C=CC(N)=CC=1. The catalyst is ClCCl. The product is [NH:1]1[CH:5]=[C:4]([C:6]2[CH:7]=[CH:8][C:9]([C:10]([N:33]3[CH2:32][CH2:31][C:29]4[N:30]=[C:25]([NH:24][CH:16]5[CH2:15][C:23]6[C:18](=[CH:19][CH:20]=[CH:21][CH:22]=6)[CH2:17]5)[N:26]=[CH:27][C:28]=4[CH2:34]3)=[O:12])=[CH:13][CH:14]=2)[N:3]=[CH:2]1. The yield is 0.400. (9) The reactants are [Cl-].[Cl-].[Cl-].[Al+3].[F:5][C:6]1[CH:14]=[CH:13][C:9]([C:10](Cl)=[O:11])=[CH:8][CH:7]=1.[F:15][C:16]1[CH:17]=[C:18]([O:22][CH3:23])[CH:19]=[CH:20][CH:21]=1. The catalyst is [N+](C1C=CC=CC=1)([O-])=O. The product is [F:15][C:16]1[CH:17]=[C:18]([O:22][CH3:23])[CH:19]=[CH:20][C:21]=1[C:10]([C:9]1[CH:13]=[CH:14][C:6]([F:5])=[CH:7][CH:8]=1)=[O:11]. The yield is 0.250.